Dataset: Reaction yield outcomes from USPTO patents with 853,638 reactions. Task: Predict the reaction yield, written as a fraction of the theoretical maximum amount of product (1.0 means a 100% yield; for example, 0.34 means a 34% yield). (1) The product is [Br:1][C:2]1[C:3]([Cl:28])=[CH:4][C:5]([NH:9][C:10]2[N:14]=[C:13]([S:15]([CH3:18])(=[O:17])=[O:16])[NH:12][N:11]=2)=[CH:6][C:7]=1[Cl:8]. The reactants are [Br:1][C:2]1[C:7]([Cl:8])=[CH:6][C:5]([NH:9][C:10]2[N:11](CC3C=CC(OC)=CC=3)[N:12]=[C:13]([S:15]([CH3:18])(=[O:17])=[O:16])[N:14]=2)=[CH:4][C:3]=1[Cl:28].C(O)(C(F)(F)F)=O. No catalyst specified. The yield is 0.580. (2) The reactants are [N+:1]([C:4]1[CH:5]=[CH:6][C:7]([C:10]2[CH2:11][C:12]([CH3:21])([CH3:20])[S:13](=[O:19])(=[O:18])[C:14]([CH3:17])([CH3:16])[CH:15]=2)=[N:8][CH:9]=1)([O-])=O. The catalyst is CO.[Pd]. The product is [CH3:20][C:12]1([CH3:21])[CH2:11][CH:10]([C:7]2[N:8]=[CH:9][C:4]([NH2:1])=[CH:5][CH:6]=2)[CH2:15][C:14]([CH3:16])([CH3:17])[S:13]1(=[O:19])=[O:18]. The yield is 0.640. (3) The reactants are [Cl:1][C:2]1[CH:11]=[C:10]2[C:5]([CH:6]=[CH:7][C:8]([CH3:12])=[N:9]2)=[C:4]([N:13]2[CH2:18][CH2:17][N:16]([CH2:19][CH:20]([C:22]3[CH:23]=[CH:24][C:25]4[O:30][CH2:29][C:28](=[O:31])[NH:27][C:26]=4[CH:32]=3)O)[CH2:15][CH2:14]2)[CH:3]=1.CCN(S(F)(F)[F:39])CC. The catalyst is C(Cl)Cl. The product is [Cl:1][C:2]1[CH:11]=[C:10]2[C:5]([CH:6]=[CH:7][C:8]([CH3:12])=[N:9]2)=[C:4]([N:13]2[CH2:18][CH2:17][N:16]([CH2:19][CH:20]([C:22]3[CH:23]=[CH:24][C:25]4[O:30][CH2:29][C:28](=[O:31])[NH:27][C:26]=4[CH:32]=3)[F:39])[CH2:15][CH2:14]2)[CH:3]=1. The yield is 0.290. (4) The product is [CH3:1][O:2][C:3](=[O:24])[C:4]1[CH:9]=[CH:8][C:7]([C:10]([CH2:11][CH3:12])([C:13]2[CH:18]=[CH:17][C:16]([O:19][S:27]([C:26]([F:39])([F:38])[F:25])(=[O:29])=[O:28])=[C:15]([CH3:20])[CH:14]=2)[CH2:21][CH3:22])=[CH:6][C:5]=1[CH3:23]. The yield is 0.900. The reactants are [CH3:1][O:2][C:3](=[O:24])[C:4]1[CH:9]=[CH:8][C:7]([C:10]([CH2:21][CH3:22])([C:13]2[CH:18]=[CH:17][C:16]([OH:19])=[C:15]([CH3:20])[CH:14]=2)[CH2:11][CH3:12])=[CH:6][C:5]=1[CH3:23].[F:25][C:26]([F:39])([F:38])[S:27](O[S:27]([C:26]([F:39])([F:38])[F:25])(=[O:29])=[O:28])(=[O:29])=[O:28]. The catalyst is N1C=CC=CC=1. (5) The reactants are [F:1][C:2]1[C:3]([O:11][CH3:12])=[CH:4][C:5]([O:9][CH3:10])=[C:6]([CH:8]=1)[NH2:7].[C:13](Cl)(Cl)=[O:14]. The catalyst is CCOC(C)=O. The product is [F:1][C:2]1[CH:8]=[C:6]([N:7]=[C:13]=[O:14])[C:5]([O:9][CH3:10])=[CH:4][C:3]=1[O:11][CH3:12]. The yield is 1.00.